Dataset: Full USPTO retrosynthesis dataset with 1.9M reactions from patents (1976-2016). Task: Predict the reactants needed to synthesize the given product. (1) Given the product [C:37]1([CH:36]([NH:43][C:16]([C:12]2[S:11][C:10]([NH:9][C:1](=[O:8])[C:2]3[CH:3]=[CH:4][CH:5]=[CH:6][CH:7]=3)=[N:14][C:13]=2[CH3:15])=[O:18])[CH2:34][CH3:35])[CH:42]=[CH:41][CH:40]=[CH:39][CH:38]=1, predict the reactants needed to synthesize it. The reactants are: [C:1]([NH:9][C:10]1[S:11][C:12]([C:16]([OH:18])=O)=[C:13]([CH3:15])[N:14]=1)(=[O:8])[C:2]1[CH:7]=[CH:6][CH:5]=[CH:4][CH:3]=1.CN1CCOCC1.C(OC(Cl)=O)C(C)C.[CH2:34]([CH:36]([NH2:43])[C:37]1[CH:42]=[CH:41][CH:40]=[CH:39][CH:38]=1)[CH3:35]. (2) The reactants are: [NH2:1][C:2]1[C:7]([C:8]([O:10]CC)=O)=[CH:6][C:5]([O:13][CH3:14])=[C:4]([O:15][CH2:16][CH:17]2[CH2:22][CH2:21][N:20]([CH2:23]C)[CH2:19][CH2:18]2)[CH:3]=1.C(O)(=O)C.[CH:29](N)=[NH:30]. Given the product [CH3:14][O:13][C:5]1[CH:6]=[C:7]2[C:2](=[CH:3][C:4]=1[O:15][CH2:16][CH:17]1[CH2:18][CH2:19][N:20]([CH3:23])[CH2:21][CH2:22]1)[N:1]=[CH:29][NH:30][C:8]2=[O:10], predict the reactants needed to synthesize it. (3) Given the product [CH3:26][Si:25]([CH3:28])([CH3:27])[CH2:24][CH2:23][O:22][CH2:21][O:20][C:17]1[CH:18]=[CH:19][C:14]([C:13]([C:8]2[CH:9]=[CH:10][CH:11]=[CH:12][C:7]=2[C:6]([OH:30])=[O:5])=[O:29])=[CH:15][CH:16]=1, predict the reactants needed to synthesize it. The reactants are: C(Cl)Cl.C[O:5][C:6](=[O:30])[C:7]1[CH:12]=[CH:11][CH:10]=[CH:9][C:8]=1[C:13](=[O:29])[C:14]1[CH:19]=[CH:18][C:17]([O:20][CH2:21][O:22][CH2:23][CH2:24][Si:25]([CH3:28])([CH3:27])[CH3:26])=[CH:16][CH:15]=1.C[Si](C)(C)[O-].[K+]. (4) Given the product [CH:37]1([C:17]([N:14]2[CH2:15][CH2:16][CH:12]([CH2:11][NH:10][C:9]3[CH:8]=[CH:7][N:6]=[CH:5][C:4]=3[N+:1]([O-:3])=[O:2])[CH2:13]2)=[O:19])[CH2:39][CH2:38]1, predict the reactants needed to synthesize it. The reactants are: [N+:1]([C:4]1[CH:5]=[N:6][CH:7]=[CH:8][C:9]=1[NH:10][CH2:11][CH:12]1[CH2:16][CH2:15][N:14]([C:17]([O:19]C(C)(C)C)=O)[CH2:13]1)([O-:3])=[O:2].FC(F)(F)C(O)=O.C(N([CH:37]([CH3:39])[CH3:38])CC)(C)C.C1(C(Cl)=O)CC1. (5) Given the product [Cl:15][C:11]1[C:12]([CH3:14])=[CH:13][C:8]2[N:7]=[C:25]([C:26]3[CH:31]=[CH:30][CH:29]=[C:28]([C:32]4[N:33]=[CH:34][CH:35]=[CH:36][N:37]=4)[CH:27]=3)[CH2:24][C:23](=[O:39])[NH:16][C:9]=2[CH:10]=1, predict the reactants needed to synthesize it. The reactants are: C(OC(=O)[NH:7][C:8]1[CH:13]=[C:12]([CH3:14])[C:11]([Cl:15])=[CH:10][C:9]=1[NH2:16])(C)(C)C.C(O[C:23](=[O:39])[CH2:24][C:25](=O)[C:26]1[CH:31]=[CH:30][CH:29]=[C:28]([C:32]2[N:37]=[CH:36][CH:35]=[CH:34][N:33]=2)[CH:27]=1)(C)(C)C. (6) Given the product [C:12]([O:14][CH3:1])(=[O:13])/[CH:11]=[CH:10]\[C:9]([O:16][CH3:17])=[O:15], predict the reactants needed to synthesize it. The reactants are: [C:1](O)(=O)/C=C\C(O)=O.[C:9]([O:16][CH3:17])(=[O:15])/[CH:10]=[CH:11]\[C:12]([O-:14])=[O:13]. (7) Given the product [CH3:21][O:20][N:19]([CH3:18])[C:14]([C@@H:10]1[CH2:11][CH2:12][CH2:13][N:8]([C:6]([O:5][C:1]([CH3:2])([CH3:3])[CH3:4])=[O:7])[CH2:9]1)=[O:16], predict the reactants needed to synthesize it. The reactants are: [C:1]([O:5][C:6]([N:8]1[CH2:13][CH2:12][CH2:11][C@@H:10]([C:14]([OH:16])=O)[CH2:9]1)=[O:7])([CH3:4])([CH3:3])[CH3:2].Cl.[CH3:18][NH:19][O:20][CH3:21].CCN=C=NCCCN(C)C.Cl.C(N(C(C)C)CC)(C)C. (8) Given the product [Cl:18][CH2:17][CH2:16][CH2:15][O:1][C:2]1[CH:7]=[CH:6][CH:5]=[CH:4][C:3]=1[CH2:8][CH2:9][C:10]([O:12][CH3:13])=[O:11], predict the reactants needed to synthesize it. The reactants are: [OH:1][C:2]1[CH:7]=[CH:6][CH:5]=[CH:4][C:3]=1[CH2:8][CH2:9][C:10]([O:12][CH3:13])=[O:11].Br[CH2:15][CH2:16][CH2:17][Cl:18].C(=O)([O-])[O-].[K+].[K+]. (9) Given the product [I:8][C:9]1[N:10]=[CH:11][N:12]([CH2:14][CH2:15][C:16]([NH2:19])([CH3:17])[CH3:18])[CH:13]=1, predict the reactants needed to synthesize it. The reactants are: FC(F)(F)C(O)=O.[I:8][C:9]1[N:10]=[CH:11][N:12]([CH2:14][CH2:15][C:16]([NH:19]C(=O)OC(C)(C)C)([CH3:18])[CH3:17])[CH:13]=1.